From a dataset of Reaction yield outcomes from USPTO patents with 853,638 reactions. Predict the reaction yield, written as a fraction of the theoretical maximum amount of product (1.0 means a 100% yield; for example, 0.34 means a 34% yield). (1) The reactants are [I:1][C:2]1[CH:7]=[CH:6][C:5]([CH2:8][C:9]([OH:11])=[O:10])=[CH:4][CH:3]=1.Cl.[CH3:13]O. The catalyst is O1CCOCC1. The product is [I:1][C:2]1[CH:3]=[CH:4][C:5]([CH2:8][C:9]([O:11][CH3:13])=[O:10])=[CH:6][CH:7]=1. The yield is 0.980. (2) The reactants are [NH2:1][C:2]1[C:3]2[N:4]([C:8]([C@@H:12]3[CH2:22][N:16]4[C:17](=[O:21])[CH2:18][NH:19][CH2:20][C@H:15]4[CH2:14][CH2:13]3)=[N:9][C:10]=2[Br:11])[CH:5]=[CH:6][N:7]=1.C=O.[BH3-][C:26]#N.[Na+].C([O-])(O)=O.[Na+]. The catalyst is CO.O.CC(O)=O. The product is [NH2:1][C:2]1[C:3]2[N:4]([C:8]([C@@H:12]3[CH2:22][N:16]4[C:17](=[O:21])[CH2:18][N:19]([CH3:26])[CH2:20][C@H:15]4[CH2:14][CH2:13]3)=[N:9][C:10]=2[Br:11])[CH:5]=[CH:6][N:7]=1. The yield is 0.385. (3) The reactants are C(OC(=O)[NH:7][C:8]([CH3:48])([CH3:47])[C:9]([N:11]1[CH2:16][CH2:15][CH:14]([C:17]2[CH:22]=[CH:21][C:20]([NH:23][C:24]([C:26]3[N:27](COCC[Si](C)(C)C)[CH:28]=[C:29]([C:31]#[N:32])[N:30]=3)=[O:25])=[C:19]([C:41]3[CH2:46][CH2:45][CH2:44][CH2:43][CH:42]=3)[CH:18]=2)[CH2:13][CH2:12]1)=[O:10])(C)(C)C.[C:50]([OH:56])([C:52]([F:55])([F:54])[F:53])=[O:51]. The catalyst is C(Cl)Cl.CCO. The product is [F:53][C:52]([F:55])([F:54])[C:50]([OH:56])=[O:51].[NH2:7][C:8]([CH3:48])([CH3:47])[C:9]([N:11]1[CH2:16][CH2:15][CH:14]([C:17]2[CH:22]=[CH:21][C:20]([NH:23][C:24]([C:26]3[NH:30][C:29]([C:31]#[N:32])=[CH:28][N:27]=3)=[O:25])=[C:19]([C:41]3[CH2:46][CH2:45][CH2:44][CH2:43][CH:42]=3)[CH:18]=2)[CH2:13][CH2:12]1)=[O:10]. The yield is 0.290. (4) The catalyst is CO. The yield is 0.390. The reactants are [Br:1][C:2]1[C:9]([O:10][CH3:11])=[CH:8][C:5]([CH:6]=[O:7])=[CH:4][C:3]=1[O:12][CH3:13].C1(C)C(S([CH2:23][N+:24]#[C-:25])(=O)=O)=CC=CC=1. The product is [Br:1][C:2]1[C:9]([O:10][CH3:11])=[CH:8][C:5]([C:6]2[O:7][CH:25]=[N:24][CH:23]=2)=[CH:4][C:3]=1[O:12][CH3:13]. (5) The reactants are [BH4-].[Na+].[O:3]=[S:4]1(=[O:36])[CH2:8][CH2:7][C@H:6](/[CH:9]=[CH:10]/[C:11](=[O:23])[CH2:12][C:13]2[CH:18]=[CH:17][CH:16]=[C:15]([C:19]([F:22])([F:21])[F:20])[CH:14]=2)[N:5]1[CH2:24][CH2:25][CH2:26][C:27]1[S:31][C:30]([C:32]([O:34][CH3:35])=[O:33])=[CH:29][CH:28]=1. The catalyst is CO. The product is [OH:23][CH:11]([CH2:12][C:13]1[CH:18]=[CH:17][CH:16]=[C:15]([C:19]([F:20])([F:21])[F:22])[CH:14]=1)/[CH:10]=[CH:9]/[C@H:6]1[CH2:7][CH2:8][S:4](=[O:3])(=[O:36])[N:5]1[CH2:24][CH2:25][CH2:26][C:27]1[S:31][C:30]([C:32]([O:34][CH3:35])=[O:33])=[CH:29][CH:28]=1. The yield is 0.0900. (6) The yield is 0.430. The product is [C:1]([C:5]1[CH:12]=[CH:11][C:10]([N+:13]([O-:15])=[O:14])=[CH:9][C:6]=1[CH2:7][NH2:8])([CH3:4])([CH3:2])[CH3:3]. The catalyst is C1COCC1.O. The reactants are [C:1]([C:5]1[CH:12]=[CH:11][C:10]([N+:13]([O-:15])=[O:14])=[CH:9][C:6]=1[C:7]#[N:8])([CH3:4])([CH3:3])[CH3:2].B.C1COCC1.CO.Cl. (7) The reactants are [CH:1]([N:4]1[C:8]([C:9]2[S:10][C:11]3[CH2:12][CH2:13][O:14][C:15]4[CH:22]=[C:21]([CH:23]5[CH2:28][CH2:27][NH:26][CH2:25][CH2:24]5)[CH:20]=[CH:19][C:16]=4[C:17]=3[N:18]=2)=[N:7][CH:6]=[N:5]1)([CH3:3])[CH3:2].C(N(CC)CC)C.[CH3:36][S:37](Cl)(=[O:39])=[O:38].O. The catalyst is C(Cl)Cl. The product is [CH:1]([N:4]1[C:8]([C:9]2[S:10][C:11]3[CH2:12][CH2:13][O:14][C:15]4[CH:22]=[C:21]([CH:23]5[CH2:28][CH2:27][N:26]([S:37]([CH3:36])(=[O:39])=[O:38])[CH2:25][CH2:24]5)[CH:20]=[CH:19][C:16]=4[C:17]=3[N:18]=2)=[N:7][CH:6]=[N:5]1)([CH3:3])[CH3:2]. The yield is 0.500. (8) The reactants are [CH2:1]([OH:8])[C:2]1[CH:7]=[CH:6][CH:5]=[CH:4][CH:3]=1.Cl[S:10]([N:13]=[C:14]=[O:15])(=[O:12])=[O:11].[CH2:16]([NH2:21])[CH2:17][CH2:18][CH2:19][CH3:20].Cl. The catalyst is ClCCl.C(OCC)(=O)C.N1C=CC=CC=1. The product is [CH2:16]([NH:21][S:10]([NH:13][C:14](=[O:15])[O:8][CH2:1][C:2]1[CH:7]=[CH:6][CH:5]=[CH:4][CH:3]=1)(=[O:12])=[O:11])[CH2:17][CH2:18][CH2:19][CH3:20]. The yield is 0.960.